From a dataset of Catalyst prediction with 721,799 reactions and 888 catalyst types from USPTO. Predict which catalyst facilitates the given reaction. Reactant: N1(O[C:11]2[N:16]=[C:15]([NH:17][CH2:18][C:19]3[CH:24]=[CH:23][CH:22]=[C:21]([F:25])[CH:20]=3)[C:14]([C:26]([NH2:28])=[O:27])=[CH:13][N:12]=2)C2C=CC=CC=2N=N1.[NH2:29][C:30]1[CH:31]=[CH:32][C:33]([O:40][CH2:41][CH2:42][N:43]2[CH2:47][CH2:46][CH2:45][CH2:44]2)=[C:34]([NH:36][C:37](=[O:39])[CH3:38])[CH:35]=1.CC1C=CC(S(O)(=O)=O)=CC=1. Product: [C:37]([NH:36][C:34]1[CH:35]=[C:30]([NH:29][C:11]2[N:16]=[C:15]([NH:17][CH2:18][C:19]3[CH:24]=[CH:23][CH:22]=[C:21]([F:25])[CH:20]=3)[C:14]([C:26]([NH2:28])=[O:27])=[CH:13][N:12]=2)[CH:31]=[CH:32][C:33]=1[O:40][CH2:41][CH2:42][N:43]1[CH2:44][CH2:45][CH2:46][CH2:47]1)(=[O:39])[CH3:38]. The catalyst class is: 37.